This data is from Catalyst prediction with 721,799 reactions and 888 catalyst types from USPTO. The task is: Predict which catalyst facilitates the given reaction. (1) Reactant: Cl.[CH3:2][C:3]1[O:4][C:5]2[C:14]3[CH:13]([CH2:15][CH2:16][NH2:17])[CH2:12][CH2:11][C:10]=3[CH:9]=[CH:8][C:6]=2[N:7]=1.C(N(CC)CC)C.[C:25](Cl)(=[O:32])[C:26]1[CH:31]=[CH:30][CH:29]=[CH:28][CH:27]=1.C(=O)([O-])O.[Na+]. Product: [CH3:2][C:3]1[O:4][C:5]2[C:14]3[CH:13]([CH2:15][CH2:16][NH:17][C:25](=[O:32])[C:26]4[CH:31]=[CH:30][CH:29]=[CH:28][CH:27]=4)[CH2:12][CH2:11][C:10]=3[CH:9]=[CH:8][C:6]=2[N:7]=1. The catalyst class is: 7. (2) Reactant: Br[C:2]1[N:3]=[C:4]([C:7]([CH3:9])=[CH2:8])[S:5][CH:6]=1.[F:10][C:11]([F:50])([F:49])[C:12]1[CH:13]=[C:14]([C@H:22]2[O:26][C:25](=[O:27])[N:24]([CH2:28][C:29]3[CH:34]=[C:33]([C:35]([F:38])([F:37])[F:36])[CH:32]=[CH:31][C:30]=3B3OC(C)(C)C(C)(C)O3)[C@H:23]2[CH3:48])[CH:15]=[C:16]([C:18]([F:21])([F:20])[F:19])[CH:17]=1.C([O-])([O-])=O.[K+].[K+]. Product: [F:50][C:11]([F:10])([F:49])[C:12]1[CH:13]=[C:14]([C@H:22]2[O:26][C:25](=[O:27])[N:24]([CH2:28][C:29]3[CH:34]=[C:33]([C:35]([F:36])([F:37])[F:38])[CH:32]=[CH:31][C:30]=3[C:2]3[N:3]=[C:4]([C:7]([CH3:9])=[CH2:8])[S:5][CH:6]=3)[C@H:23]2[CH3:48])[CH:15]=[C:16]([C:18]([F:19])([F:21])[F:20])[CH:17]=1. The catalyst class is: 1. (3) Reactant: [CH2:1]([NH:8][CH2:9][C:10]([F:13])([F:12])[F:11])[C:2]1[CH:7]=[CH:6][CH:5]=[CH:4][CH:3]=1.[OH-].[Na+].[Cl:16][C:17]1[N:22]=[CH:21][N:20]=[C:19]([C:23](Cl)=[O:24])[CH:18]=1.C(=O)([O-])O.[Na+]. The catalyst class is: 429. Product: [CH2:1]([N:8]([CH2:9][C:10]([F:12])([F:11])[F:13])[C:23]([C:19]1[CH:18]=[C:17]([Cl:16])[N:22]=[CH:21][N:20]=1)=[O:24])[C:2]1[CH:7]=[CH:6][CH:5]=[CH:4][CH:3]=1. (4) Reactant: [Li+].[OH-:2].C([C@@H]1COC(=O)N1[C:16](=[O:31])[C@H:17]([CH2:22][CH2:23][O:24][CH2:25][O:26][CH2:27][CH2:28][O:29][CH3:30])[C:18]([CH3:21])([CH3:20])[CH3:19])C1C=CC=CC=1.OO. Product: [CH3:30][O:29][CH2:28][CH2:27][O:26][CH2:25][O:24][CH2:23][CH2:22][C@H:17]([C:18]([CH3:19])([CH3:20])[CH3:21])[C:16]([OH:31])=[O:2]. The catalyst class is: 90. (5) Reactant: [NH2:1][C:2]1[C:11]([C:12]#N)=[CH:10][C:9]2[CH2:8][CH2:7][CH2:6][CH2:5][C:4]=2[N:3]=1.[C:14]1([CH3:22])[CH:19]=[CH:18][C:17]([Mg]Br)=[CH:16][CH:15]=1.Cl.[OH-:24].[Na+]. Product: [NH2:1][C:2]1[C:11]([C:12]([C:17]2[CH:18]=[CH:19][C:14]([CH3:22])=[CH:15][CH:16]=2)=[O:24])=[CH:10][C:9]2[CH2:8][CH2:7][CH2:6][CH2:5][C:4]=2[N:3]=1. The catalyst class is: 7.